This data is from Catalyst prediction with 721,799 reactions and 888 catalyst types from USPTO. The task is: Predict which catalyst facilitates the given reaction. (1) Reactant: O.[OH-].[Li+].[Cl:4][C:5]1[CH:10]=[CH:9][CH:8]=[C:7]([Cl:11])[C:6]=1[NH:12][C:13]([NH:15][C:16]1[C:17]([C:26]([N:28]([CH2:41][C:42]2[CH:47]=[CH:46][CH:45]=[CH:44][CH:43]=2)[C@H:29]([C:37]([O:39]C)=[O:38])[CH2:30][C:31]2[CH:36]=[CH:35][CH:34]=[CH:33][CH:32]=2)=[O:27])=[CH:18][C:19]2[C:24]([CH:25]=1)=[CH:23][CH:22]=[CH:21][CH:20]=2)=[O:14].O.Cl. Product: [Cl:4][C:5]1[CH:10]=[CH:9][CH:8]=[C:7]([Cl:11])[C:6]=1[NH:12][C:13]([NH:15][C:16]1[C:17]([C:26]([N:28]([CH2:41][C:42]2[CH:43]=[CH:44][CH:45]=[CH:46][CH:47]=2)[C@H:29]([C:37]([OH:39])=[O:38])[CH2:30][C:31]2[CH:32]=[CH:33][CH:34]=[CH:35][CH:36]=2)=[O:27])=[CH:18][C:19]2[C:24]([CH:25]=1)=[CH:23][CH:22]=[CH:21][CH:20]=2)=[O:14]. The catalyst class is: 12. (2) Reactant: [CH2:1]([O:3][C:4]([CH:6]1[CH:11]([NH:12][S:13]([C:16]2[CH:21]=[CH:20][C:19]([O:22][CH2:23][C:24]3[C:33]4[C:28](=[CH:29][CH:30]=[CH:31][CH:32]=4)[N:27]=[C:26]([CH3:34])[CH:25]=3)=[CH:18][CH:17]=2)(=[O:15])=[O:14])[CH2:10][CH2:9][NH:8][CH2:7]1)=[O:5])[CH3:2].Br[CH2:36][CH2:37][OH:38]. Product: [CH2:1]([O:3][C:4]([CH:6]1[CH:11]([NH:12][S:13]([C:16]2[CH:17]=[CH:18][C:19]([O:22][CH2:23][C:24]3[C:33]4[C:28](=[CH:29][CH:30]=[CH:31][CH:32]=4)[N:27]=[C:26]([CH3:34])[CH:25]=3)=[CH:20][CH:21]=2)(=[O:15])=[O:14])[CH2:10][CH2:9][N:8]([CH2:36][CH2:37][OH:38])[CH2:7]1)=[O:5])[CH3:2]. The catalyst class is: 2. (3) Reactant: [OH-].[Na+].[CH3:3][C:4]1[CH:5]=[C:6]([C:21]2[CH:22]=[CH:23][C:24]([NH:27][S:28]([CH2:31][C:32]([O:34]C)=[O:33])(=[O:30])=[O:29])=[N:25][CH:26]=2)[CH:7]=[C:8]([NH:10][C:11]2[N:16]=[C:15]([C:17]([F:20])([F:19])[F:18])[CH:14]=[CH:13][N:12]=2)[CH:9]=1. Product: [CH3:3][C:4]1[CH:5]=[C:6]([C:21]2[CH:22]=[CH:23][C:24]([NH:27][S:28]([CH2:31][C:32]([OH:34])=[O:33])(=[O:29])=[O:30])=[N:25][CH:26]=2)[CH:7]=[C:8]([NH:10][C:11]2[N:16]=[C:15]([C:17]([F:20])([F:18])[F:19])[CH:14]=[CH:13][N:12]=2)[CH:9]=1. The catalyst class is: 8. (4) Reactant: [CH2:1]1[CH:5]2[CH2:6][C:7](=[O:9])[CH2:8][CH:4]2[CH2:3][NH:2]1.[N:10]([CH:13]([CH3:15])[CH3:14])=[C:11]=[O:12].C(N(CC)CC)C.O. Product: [CH:13]([NH:10][C:11]([N:2]1[CH2:3][CH:4]2[CH2:8][C:7](=[O:9])[CH2:6][CH:5]2[CH2:1]1)=[O:12])([CH3:15])[CH3:14]. The catalyst class is: 4. (5) Reactant: [CH2:1]([C:3]1[N:7]([S:8]([N:11]([CH3:13])[CH3:12])(=[O:10])=[O:9])[N:6]=[CH:5][CH:4]=1)[CH3:2].[Br:14]N1C(=O)CCC1=O. Product: [Br:14][C:4]1[CH:5]=[N:6][N:7]([S:8]([N:11]([CH3:13])[CH3:12])(=[O:10])=[O:9])[C:3]=1[CH2:1][CH3:2]. The catalyst class is: 1. (6) Reactant: [NH2:1][CH2:2][CH2:3][C@@:4]1([C:27]2[CH:32]=[CH:31][C:30]([F:33])=[CH:29][CH:28]=2)[O:9][C:8](=[O:10])[N:7]([C@H:11]([C:13]2[CH:18]=[CH:17][C:16]([C:19]3[CH:24]=[CH:23][C:22]([F:25])=[CH:21][C:20]=3[F:26])=[CH:15][CH:14]=2)[CH3:12])[CH2:6][CH2:5]1.[S:34](N)([NH2:37])(=[O:36])=[O:35]. Product: [NH2:37][S:34]([NH:1][CH2:2][CH2:3][C@@:4]1([C:27]2[CH:28]=[CH:29][C:30]([F:33])=[CH:31][CH:32]=2)[O:9][C:8](=[O:10])[N:7]([C@H:11]([C:13]2[CH:14]=[CH:15][C:16]([C:19]3[CH:24]=[CH:23][C:22]([F:25])=[CH:21][C:20]=3[F:26])=[CH:17][CH:18]=2)[CH3:12])[CH2:6][CH2:5]1)(=[O:36])=[O:35]. The catalyst class is: 12. (7) Reactant: C([O-])([O-])=O.[K+].[K+].[CH3:7][C:8]1[NH:12][N:11]=[C:10]([C:13]2[O:17][N:16]=[C:15]([C:18]3[CH:23]=[CH:22][C:21]([O:24][C:25]([F:28])([F:27])[F:26])=[CH:20][CH:19]=3)[N:14]=2)[N:9]=1.Br[CH2:30][C:31]1[CH:32]=[C:33]([OH:37])[CH:34]=[CH:35][CH:36]=1. Product: [CH3:7][C:8]1[N:12]([CH2:30][C:31]2[CH:32]=[C:33]([OH:37])[CH:34]=[CH:35][CH:36]=2)[N:11]=[C:10]([C:13]2[O:17][N:16]=[C:15]([C:18]3[CH:19]=[CH:20][C:21]([O:24][C:25]([F:28])([F:26])[F:27])=[CH:22][CH:23]=3)[N:14]=2)[N:9]=1. The catalyst class is: 1. (8) Reactant: [H-].[Na+].[CH3:3][C:4]1[CH:12]=[C:11]2[C:7]([C:8](=[O:14])[C:9](=[O:13])[NH:10]2)=[CH:6][CH:5]=1.[CH3:15][O:16][C:17](=[O:26])[CH:18](Br)[CH2:19][CH:20]1[CH2:24][CH2:23][CH2:22][CH2:21]1. Product: [CH3:15][O:16][C:17](=[O:26])[CH:18]([N:10]1[C:11]2[C:7](=[CH:6][CH:5]=[C:4]([CH3:3])[CH:12]=2)[C:8](=[O:14])[C:9]1=[O:13])[CH2:19][CH:20]1[CH2:21][CH2:22][CH2:23][CH2:24]1. The catalyst class is: 35.